This data is from Peptide-MHC class I binding affinity with 185,985 pairs from IEDB/IMGT. The task is: Regression. Given a peptide amino acid sequence and an MHC pseudo amino acid sequence, predict their binding affinity value. This is MHC class I binding data. (1) The peptide sequence is YTVEFDRDK. The MHC is HLA-A11:01 with pseudo-sequence HLA-A11:01. The binding affinity (normalized) is 0.0900. (2) The peptide sequence is ITLWQRPIV. The MHC is HLA-C06:02 with pseudo-sequence HLA-C06:02. The binding affinity (normalized) is 0.176.